From a dataset of Reaction yield outcomes from USPTO patents with 853,638 reactions. Predict the reaction yield, written as a fraction of the theoretical maximum amount of product (1.0 means a 100% yield; for example, 0.34 means a 34% yield). The reactants are C([O:8][P:9]([O:12][CH2:13][C@@H:14]([N:19]1[C:28]2[C:23](=[CH:24][C:25]([C:29]3[CH:30]=[N:31][C:32]([NH:44][C:45](=[O:49])[NH:46][CH2:47][CH3:48])=[CH:33][C:34]=3[C:35]3[S:36][CH:37]=[C:38]([C:40]([F:43])([F:42])[F:41])[N:39]=3)=[CH:26][N:27]=2)[C:22](=[O:50])[C:21]([C:51]([OH:53])=[O:52])=[CH:20]1)[CH2:15][CH:16]([CH3:18])[CH3:17])([OH:11])=[O:10])C1C=CC=CC=1.C[Si](Br)(C)C. The catalyst is ClCCl. The product is [CH2:47]([NH:46][C:45]([NH:44][C:32]1[N:31]=[CH:30][C:29]([C:25]2[CH:24]=[C:23]3[C:28](=[N:27][CH:26]=2)[N:19]([C@@H:14]([CH2:15][CH:16]([CH3:18])[CH3:17])[CH2:13][O:12][P:9]([OH:11])([OH:10])=[O:8])[CH:20]=[C:21]([C:51]([OH:53])=[O:52])[C:22]3=[O:50])=[C:34]([C:35]2[S:36][CH:37]=[C:38]([C:40]([F:41])([F:43])[F:42])[N:39]=2)[CH:33]=1)=[O:49])[CH3:48]. The yield is 0.259.